This data is from Catalyst prediction with 721,799 reactions and 888 catalyst types from USPTO. The task is: Predict which catalyst facilitates the given reaction. (1) Product: [O:35]1[CH2:26][CH2:27][CH:28]([NH:29][C:16](=[O:17])[CH2:15][C:12]2[CH:13]=[CH:14][C:9]([B:4]3[O:5][C:6]([CH3:8])([CH3:7])[C:2]([CH3:19])([CH3:1])[O:3]3)=[CH:10][CH:11]=2)[CH2:33][CH2:34]1. The catalyst class is: 2. Reactant: [CH3:1][C:2]1([CH3:19])[C:6]([CH3:8])([CH3:7])[O:5][B:4]([C:9]2[CH:14]=[CH:13][C:12]([CH2:15][C:16](O)=[O:17])=[CH:11][CH:10]=2)[O:3]1.Cl.C(N=C=N[CH2:26][CH2:27][CH2:28][N:29](C)C)C.N1CC[O:35][CH2:34][CH2:33]1.O. (2) Reactant: C(OC[O:10][C:11]1[C:19]2[C:14](=[CH:15][N:16]=[CH:17][CH:18]=2)[O:13][C:12]=1[C:20](=[O:26])[CH2:21][CH2:22][CH2:23][O:24][CH3:25])C1C=CC=CC=1.Cl. Product: [OH:10][C:11]1[C:19]2[C:14](=[CH:15][N:16]=[CH:17][CH:18]=2)[O:13][C:12]=1[C:20](=[O:26])[CH2:21][CH2:22][CH2:23][O:24][CH3:25]. The catalyst class is: 5. (3) Reactant: [CH3:1][O:2][C:3](=[O:17])[C:4]1[CH:9]=[CH:8][C:7]([N+:10]([O-])=O)=[CH:6][C:5]=1[C:13]([F:16])([F:15])[F:14]. Product: [CH3:1][O:2][C:3](=[O:17])[C:4]1[CH:9]=[CH:8][C:7]([NH2:10])=[CH:6][C:5]=1[C:13]([F:14])([F:16])[F:15]. The catalyst class is: 78. (4) Reactant: C1(P(C2C=CC=CC=2)C2C=CC=CC=2)C=CC=CC=1.[C:20]([Br:24])(Br)(Br)[Br:21].[CH:25]([C:27]1[N:28]=[C:29]([CH:32]2[CH2:37][CH2:36][N:35]([C:38]([O:40][C:41]([CH3:44])([CH3:43])[CH3:42])=[O:39])[CH2:34][CH2:33]2)[S:30][CH:31]=1)=O.C(=O)([O-])O.[Na+]. Product: [Br:21][C:20]([Br:24])=[CH:25][C:27]1[N:28]=[C:29]([CH:32]2[CH2:33][CH2:34][N:35]([C:38]([O:40][C:41]([CH3:44])([CH3:43])[CH3:42])=[O:39])[CH2:36][CH2:37]2)[S:30][CH:31]=1. The catalyst class is: 236. (5) Reactant: [CH3:1][O:2][C:3]([C@@H:5]1[CH2:18][C@H:17]([NH2:19])[C:16](=[O:20])[C@H:15]2[C@@:6]1([CH3:28])[CH2:7][CH2:8][C@@H:9]1[C@:14]2([CH3:21])[CH2:13][C@@H:12]([C:22]2[CH:26]=[CH:25][O:24][CH:23]=2)[O:11][C:10]1=[O:27])=[O:4].[C:29]1([S:35](Cl)(=[O:37])=[O:36])[CH:34]=[CH:33][CH:32]=[CH:31][CH:30]=1.C(N(CC)CC)C.CO. Product: [CH3:1][O:2][C:3]([C@@H:5]1[CH2:18][C@H:17]([NH:19][S:35]([C:29]2[CH:34]=[CH:33][CH:32]=[CH:31][CH:30]=2)(=[O:37])=[O:36])[C:16](=[O:20])[C@H:15]2[C@@:6]1([CH3:28])[CH2:7][CH2:8][C@@H:9]1[C@:14]2([CH3:21])[CH2:13][C@@H:12]([C:22]2[CH:26]=[CH:25][O:24][CH:23]=2)[O:11][C:10]1=[O:27])=[O:4]. The catalyst class is: 79. (6) Reactant: [C:1]([NH:5][S:6]([C:9]1[CH:14]=[CH:13][C:12]([C:15]2[N:19]([CH2:20][CH:21]3[CH2:26][CH2:25][CH2:24][CH2:23][CH2:22]3)[C:18]([Cl:27])=[C:17]([C:28]([NH:30][CH2:31][CH2:32][C:33]([CH3:39])([CH3:38])[C:34]([O:36]C)=[O:35])=[O:29])[CH:16]=2)=[CH:11][C:10]=1[C:40]([F:43])([F:42])[F:41])(=[O:8])=[O:7])([CH3:4])([CH3:3])[CH3:2].[OH-].[K+]. Product: [C:1]([NH:5][S:6]([C:9]1[CH:14]=[CH:13][C:12]([C:15]2[N:19]([CH2:20][CH:21]3[CH2:26][CH2:25][CH2:24][CH2:23][CH2:22]3)[C:18]([Cl:27])=[C:17]([C:28]([NH:30][CH2:31][CH2:32][C:33]([CH3:38])([CH3:39])[C:34]([OH:36])=[O:35])=[O:29])[CH:16]=2)=[CH:11][C:10]=1[C:40]([F:42])([F:41])[F:43])(=[O:7])=[O:8])([CH3:2])([CH3:3])[CH3:4]. The catalyst class is: 24. (7) Product: [O:25]=[C:18]([NH:17][C:13]1[CH:14]=[CH:15][CH:16]=[C:11]([C:2]2[CH:3]=[N:4][C:5]3[C:10](=[CH:9][CH:8]=[CH:7][CH:6]=3)[N:1]=2)[CH:12]=1)[CH2:19][C:20]([O:22][CH2:23][CH3:24])=[O:21]. The catalyst class is: 13. Reactant: [N:1]1[C:10]2[C:5](=[CH:6][CH:7]=[CH:8][CH:9]=2)[N:4]=[CH:3][C:2]=1[C:11]1[CH:12]=[C:13]([NH2:17])[CH:14]=[CH:15][CH:16]=1.[C:18](OCC)(=[O:25])[CH2:19][C:20]([O:22][CH2:23][CH3:24])=[O:21].